This data is from Full USPTO retrosynthesis dataset with 1.9M reactions from patents (1976-2016). The task is: Predict the reactants needed to synthesize the given product. (1) Given the product [Br:1][C:2]1[CH:10]=[CH:9][C:8]2[NH:7][C:12](=[O:14])[C:11]3[NH:18][N:19]=[CH:6][C:5]=3[C:4]=2[CH:3]=1, predict the reactants needed to synthesize it. The reactants are: [Br:1][C:2]1[CH:3]=[C:4]2[C:8](=[CH:9][CH:10]=1)[NH:7][CH:6]=[C:5]2[C:11](=O)[C:12]([O:14]C)=O.Cl.[NH2:18][NH2:19]. (2) Given the product [CH3:1][C:2]1[CH2:11][CH2:10][CH2:9][C:4]2([CH2:8][CH2:7][CH2:6][CH2:5]2)[C:3]=1[C:12]([O:14][CH2:15][CH3:16])=[O:13], predict the reactants needed to synthesize it. The reactants are: [CH3:1][C:2]1[CH:3]([C:12]([O:14][CH2:15][CH3:16])=[O:13])[C:4]2([CH2:9][CH2:10][CH:11]=1)[CH2:8][CH2:7][CH2:6][CH2:5]2.CC1CCCC2(CCCC2)C=1C(OC)=O.CC1C(C(OC)=O)C2(CCC=1)CCCC2.CC12OC1CCC1(CCCC1)C2C(OCC)=O.OC1CCC2(CCCC2)C(C(OCC)=O)=C1C.C([SiH](CC)CC)C.B(F)(F)F.CCOCC. (3) Given the product [CH2:1]([O:3][C:4]1[NH:8][C:7]2[CH:9]=[C:10]([N+:17]([O-:19])=[O:18])[CH:11]=[C:12]([C:13]([O:15][CH3:16])=[O:14])[C:6]=2[N:5]=1)[CH3:2], predict the reactants needed to synthesize it. The reactants are: [CH2:1]([O:3][C:4]1[NH:8][C:7]2[CH:9]=[CH:10][CH:11]=[C:12]([C:13]([O:15][CH3:16])=[O:14])[C:6]=2[N:5]=1)[CH3:2].[N+:17]([O-])([O-:19])=[O:18].[K+].[OH-].[Na+].